Dataset: Forward reaction prediction with 1.9M reactions from USPTO patents (1976-2016). Task: Predict the product of the given reaction. Given the reactants [CH2:1]([O:4][C:5]1[CH:10]=[CH:9][C:8]([CH2:11]Cl)=[CH:7][CH:6]=1)[CH:2]=[CH2:3].NC(N)=[S:15], predict the reaction product. The product is: [CH2:1]([O:4][C:5]1[CH:10]=[CH:9][C:8]([CH2:11][SH:15])=[CH:7][CH:6]=1)[CH:2]=[CH2:3].